Dataset: Full USPTO retrosynthesis dataset with 1.9M reactions from patents (1976-2016). Task: Predict the reactants needed to synthesize the given product. (1) Given the product [C:16]([N:15]1[C:8]2[C:7](=[CH:12][CH:11]=[C:10]([O:13][CH3:14])[CH:9]=2)[C:5](=[O:6])[CH2:4]1)(=[O:18])[CH3:17], predict the reactants needed to synthesize it. The reactants are: [H-].[Na+].Cl[CH2:4][C:5]([C:7]1[CH:12]=[CH:11][C:10]([O:13][CH3:14])=[CH:9][C:8]=1[NH:15][C:16](=[O:18])[CH3:17])=[O:6].Cl. (2) Given the product [C:27]([Cl:29])(=[O:12])[O:8][CH2:7][CH2:6][O:5][CH2:4][CH2:3][O:2][CH3:1], predict the reactants needed to synthesize it. The reactants are: [CH3:1][O:2][CH2:3][CH2:4][O:5][CH2:6][CH2:7][OH:8].ClC(Cl)([O:12]C(=O)OC(Cl)(Cl)Cl)Cl.N1C=CC=CC=1.[CH2:27]([Cl:29])Cl. (3) Given the product [F:20][C:17]([F:18])([F:19])[C:12]([C:3]1[CH:4]=[CH:5][C:6]2[C:11](=[CH:10][CH:9]=[CH:8][CH:7]=2)[C:2]=1[NH:1][C:25]([CH:22]1[CH2:24][CH2:23]1)=[O:26])([OH:21])[C:13]([F:14])([F:15])[F:16], predict the reactants needed to synthesize it. The reactants are: [NH2:1][C:2]1[C:11]2[C:6](=[CH:7][CH:8]=[CH:9][CH:10]=2)[CH:5]=[CH:4][C:3]=1[C:12]([OH:21])([C:17]([F:20])([F:19])[F:18])[C:13]([F:16])([F:15])[F:14].[CH:22]1([C:25](Cl)=[O:26])[CH2:24][CH2:23]1. (4) Given the product [Br:7][C:6]1[CH:5]=[N:4][N:3]2[CH:12]=[CH:11][CH:10]=[N:1][C:2]=12, predict the reactants needed to synthesize it. The reactants are: [NH2:1][C:2]1[C:6]([Br:7])=[CH:5][NH:4][N:3]=1.CO[CH:10](OC)[CH2:11][CH:12](OC)OC.O. (5) The reactants are: [C:1](/[C:3](=[C:7](/[N:9]1[CH2:15][CH2:14][CH2:13][N:12]([C:16]2[CH:21]=[CH:20][CH:19]=[CH:18][N:17]=2)[CH2:11][CH2:10]1)\[CH3:8])/[C:4](=[S:6])[NH2:5])#[N:2].[CH3:22]OC(OC)N(C)C. Given the product [N:17]1[CH:18]=[CH:19][CH:20]=[CH:21][C:16]=1[N:12]1[CH2:13][CH2:14][CH2:15][N:9]([C:7]2[CH:8]=[CH:22][NH:5][C:4](=[S:6])[C:3]=2[C:1]#[N:2])[CH2:10][CH2:11]1, predict the reactants needed to synthesize it. (6) Given the product [Cl:14][C:15]1[CH:22]=[CH:21][CH:20]=[C:19]([Cl:23])[C:16]=1[CH:17]([OH:18])[CH2:12][C:11]#[CH:10], predict the reactants needed to synthesize it. The reactants are: BrCCBr.C[Si](Cl)(C)C.[CH2:10](Br)[C:11]#[CH:12].[Cl:14][C:15]1[CH:22]=[CH:21][CH:20]=[C:19]([Cl:23])[C:16]=1[CH:17]=[O:18].